Dataset: Forward reaction prediction with 1.9M reactions from USPTO patents (1976-2016). Task: Predict the product of the given reaction. (1) Given the reactants [Cl:1][C:2]1[CH:3]=[C:4]([C@@H:8]([OH:37])[CH2:9][N:10]([CH2:18][CH2:19][C:20]2[CH:25]=[CH:24][C:23]([S:26]([C:29]3[CH:34]=[CH:33][C:32]([C:35]#[N:36])=[CH:31][CH:30]=3)(=[O:28])=[O:27])=[CH:22][CH:21]=2)[C:11](=[O:17])[O:12][C:13]([CH3:16])([CH3:15])[CH3:14])[CH:5]=[CH:6][CH:7]=1.Cl.[NH2:39][OH:40].C(=O)([O-])[O-].[K+].[K+], predict the reaction product. The product is: [NH2:36][C:35](=[N:39][OH:40])[C:32]1[CH:33]=[CH:34][C:29]([S:26]([C:23]2[CH:24]=[CH:25][C:20]([CH2:19][CH2:18][N:10]([CH2:9][C@@H:8]([C:4]3[CH:5]=[CH:6][CH:7]=[C:2]([Cl:1])[CH:3]=3)[OH:37])[C:11](=[O:17])[O:12][C:13]([CH3:15])([CH3:16])[CH3:14])=[CH:21][CH:22]=2)(=[O:28])=[O:27])=[CH:30][CH:31]=1. (2) Given the reactants Cl.[Cl:2][CH2:3][CH2:4][NH:5][CH2:6][CH2:7][Cl:8].[CH2:9](Br)[C:10]1[CH:15]=[CH:14][CH:13]=[CH:12][CH:11]=1.C(N(CC)CC)C, predict the reaction product. The product is: [CH2:9]([N:5]([CH2:6][CH2:7][Cl:8])[CH2:4][CH2:3][Cl:2])[C:10]1[CH:15]=[CH:14][CH:13]=[CH:12][CH:11]=1. (3) The product is: [F:16][C:10]1[CH:9]=[C:8]([C:5]2[N:4]=[CH:3][C:2]([NH:17][C:18]3[CH:23]=[CH:22][CH:21]=[CH:20][CH:19]=3)=[CH:7][N:6]=2)[CH:13]=[CH:12][C:11]=1[O:14][CH3:15]. Given the reactants Br[C:2]1[CH:3]=[N:4][C:5]([C:8]2[CH:13]=[CH:12][C:11]([O:14][CH3:15])=[C:10]([F:16])[CH:9]=2)=[N:6][CH:7]=1.[NH2:17][C:18]1[CH:23]=[CH:22][CH:21]=[CH:20][CH:19]=1.C1C=CC(P(C2C(C3C(P(C4C=CC=CC=4)C4C=CC=CC=4)=CC=C4C=3C=CC=C4)=C3C(C=CC=C3)=CC=2)C2C=CC=CC=2)=CC=1.CC([O-])(C)C.[Na+], predict the reaction product. (4) Given the reactants [NH2:1][C:2]1[C:11]2[N:10]=[CH:9][C:8]([CH2:12][CH2:13][C:14]3[CH:23]=[CH:22][C:17]([O:18][CH2:19][CH2:20][OH:21])=[CH:16][C:15]=3[CH3:24])=[CH:7][C:6]=2[C:5]2[CH:25]=[CH:26][C:27]([CH3:29])=[CH:28][C:4]=2[N:3]=1.BrCCO[CH2:34][CH2:35][CH2:36][P:37](=[O:44])([O:41][CH2:42][CH3:43])[O:38][CH2:39][CH3:40], predict the reaction product. The product is: [NH2:1][C:2]1[C:11]2[N:10]=[CH:9][C:8]([CH2:12][CH2:13][C:14]3[CH:23]=[CH:22][C:17]([O:18][CH2:19][CH2:20][O:21][CH2:34][CH2:35][CH2:36][P:37](=[O:44])([O:41][CH2:42][CH3:43])[O:38][CH2:39][CH3:40])=[CH:16][C:15]=3[CH3:24])=[CH:7][C:6]=2[C:5]2[CH:25]=[CH:26][C:27]([CH3:29])=[CH:28][C:4]=2[N:3]=1. (5) Given the reactants Cl[C:2]1[CH:10]=[CH:9][C:5]([C:6]([OH:8])=[O:7])=[CH:4][N:3]=1.O.[NH2:12][NH2:13].Cl, predict the reaction product. The product is: [NH:12]([C:2]1[CH:10]=[CH:9][C:5]([C:6]([OH:8])=[O:7])=[CH:4][N:3]=1)[NH2:13]. (6) Given the reactants [OH:1][C:2]1[CH:6]=[C:5]([C:7]([O:9][CH3:10])=[O:8])[NH:4][N:3]=1.C(=O)([O-])[O-].[K+].[K+].I[CH2:18][CH2:19][CH2:20][CH3:21], predict the reaction product. The product is: [CH2:18]([O:1][C:2]1[CH:6]=[C:5]([C:7]([O:9][CH3:10])=[O:8])[NH:4][N:3]=1)[CH2:19][CH2:20][CH3:21].